From a dataset of Forward reaction prediction with 1.9M reactions from USPTO patents (1976-2016). Predict the product of the given reaction. (1) Given the reactants [F:1][C:2]1[CH:3]=[C:4]([CH:8]=[CH:9][C:10]=1[CH3:11])[C:5]([OH:7])=[O:6].[I:12]N1C(=O)CCC1=O, predict the reaction product. The product is: [F:1][C:2]1[CH:3]=[C:4]([CH:8]=[C:9]([I:12])[C:10]=1[CH3:11])[C:5]([OH:7])=[O:6]. (2) Given the reactants [NH2:1][CH:2]1[CH2:11][C:10]2[C:9]([C:12]([NH2:14])=[O:13])=[CH:8][CH:7]=[C:6]([F:15])[C:5]=2[O:4][CH2:3]1.[Cl:16][C:17]1[CH:18]=[CH:19][CH:20]=[C:21]2[C:25]=1[NH:24][CH:23]=[C:22]2[CH2:26][CH2:27][CH:28]=O.C(O)(=O)C.C([BH3-])#N.[Na+], predict the reaction product. The product is: [Cl:16][C:17]1[CH:18]=[CH:19][CH:20]=[C:21]2[C:25]=1[NH:24][CH:23]=[C:22]2[CH2:26][CH2:27][CH2:28][NH:1][CH:2]1[CH2:11][C:10]2[C:9]([C:12]([NH2:14])=[O:13])=[CH:8][CH:7]=[C:6]([F:15])[C:5]=2[O:4][CH2:3]1. (3) Given the reactants [C:1]([O:5][C:6]([N:8]1[CH2:13][CH2:12][N:11]2[C:14]([C:20]([F:23])([F:22])[F:21])=[N:15][C:16]([C:17](O)=[O:18])=[C:10]2[CH2:9]1)=[O:7])([CH3:4])([CH3:3])[CH3:2].F[P-](F)(F)(F)(F)F.[N:31]1(OC(N(C)C)=[N+](C)C)[C:35]2[CH:36]=[CH:37][CH:38]=CC=2N=N1.C1(CN)CC1.C(N(CC)C(C)C)(C)C, predict the reaction product. The product is: [CH:36]1([CH2:35][NH:31][C:17]([C:16]2[N:15]=[C:14]([C:20]([F:22])([F:23])[F:21])[N:11]3[CH2:12][CH2:13][N:8]([C:6]([O:5][C:1]([CH3:3])([CH3:2])[CH3:4])=[O:7])[CH2:9][C:10]=23)=[O:18])[CH2:38][CH2:37]1.